From a dataset of Catalyst prediction with 721,799 reactions and 888 catalyst types from USPTO. Predict which catalyst facilitates the given reaction. (1) Reactant: [F:1][C:2]1[CH:7]=[CH:6][C:5]([C:8]([F:11])([F:10])[F:9])=[CH:4][C:3]=1[OH:12].Cl[C:14]([F:19])([F:18])C([O-])=O.[Na+].CN(C=O)C.C(=O)([O-])[O-].[K+].[K+]. Product: [F:18][CH:14]([F:19])[O:12][C:3]1[CH:4]=[C:5]([C:8]([F:10])([F:11])[F:9])[CH:6]=[CH:7][C:2]=1[F:1]. The catalyst class is: 6. (2) Reactant: [C:1]([O:5][C:6]([NH:8][CH2:9][CH2:10][CH2:11][CH2:12][CH2:13]/[CH:14]=[C:15](\[O:20][Si](C(C)(C)C)(C)C)/[C:16]([O:18][CH3:19])=[O:17])=[O:7])([CH3:4])([CH3:3])[CH3:2].C(O)(=O)C.[F-].[Cs+]. Product: [C:1]([O:5][C:6]([NH:8][CH2:9][CH2:10][CH2:11][CH2:12][CH2:13][CH2:14][C:15](=[O:20])[C:16]([O:18][CH3:19])=[O:17])=[O:7])([CH3:4])([CH3:3])[CH3:2]. The catalyst class is: 10. (3) Reactant: [OH-].[Na+].[CH2:3]([N:15]1[N:19]=[N:18][C:17]([CH:20]([C:26]2[CH:31]=[CH:30][CH:29]=[CH:28][CH:27]=2)[C:21]([O:23]CC)=[O:22])=[N:16]1)[CH2:4][CH2:5][CH2:6][CH2:7][CH2:8][CH2:9][CH2:10][CH2:11][CH2:12][CH2:13][CH3:14]. Product: [CH2:3]([N:15]1[N:19]=[N:18][C:17]([CH:20]([C:26]2[CH:27]=[CH:28][CH:29]=[CH:30][CH:31]=2)[C:21]([OH:23])=[O:22])=[N:16]1)[CH2:4][CH2:5][CH2:6][CH2:7][CH2:8][CH2:9][CH2:10][CH2:11][CH2:12][CH2:13][CH3:14]. The catalyst class is: 8.